From a dataset of Reaction yield outcomes from USPTO patents with 853,638 reactions. Predict the reaction yield, written as a fraction of the theoretical maximum amount of product (1.0 means a 100% yield; for example, 0.34 means a 34% yield). (1) The reactants are [CH:1]([C:3]1[CH:4]=[C:5]([O:9][CH3:10])[CH:6]=[CH:7][CH:8]=1)=[CH2:2].C(O)(=[O:13])C.BrN1C(=O)CCC1=O.[OH-].[Na+]. The catalyst is O1CCOCC1.O. The product is [CH3:10][O:9][C:5]1[CH:4]=[C:3]([CH:1]2[CH2:2][O:13]2)[CH:8]=[CH:7][CH:6]=1. The yield is 1.00. (2) The reactants are Cl[C:2]1[C:7]([CH:8]=[O:9])=[C:6]([N:10]2[C:22](=[O:23])[C:14]3=[CH:15][N:16]4[C:21]([CH2:20][CH2:19][CH2:18][CH2:17]4)=[C:13]3[CH:12]=[N:11]2)[N:5]=[CH:4][CH:3]=1.[CH3:24][N:25]1[CH:30]=[C:29](B2OC(C)(C)C(C)(C)O2)[CH:28]=[C:27]([NH:40][C:41]2[CH:46]=[CH:45][C:44]([N:47]3[CH2:52][CH2:51][N:50]([CH:53]4[CH2:56][O:55][CH2:54]4)[CH2:49][C@@H:48]3[CH3:57])=[CH:43][N:42]=2)[C:26]1=[O:58].C([O-])(=O)C.[Na+].[O-]P([O-])([O-])=O.[K+].[K+].[K+]. The catalyst is C1C=CC(P(C2C=CC=CC=2)[C-]2C=CC=C2)=CC=1.C1C=CC(P(C2C=CC=CC=2)[C-]2C=CC=C2)=CC=1.Cl[Pd]Cl.[Fe+2].O.C(#N)C. The product is [CH3:24][N:25]1[C:26](=[O:58])[C:27]([NH:40][C:41]2[CH:46]=[CH:45][C:44]([N:47]3[CH2:52][CH2:51][N:50]([CH:53]4[CH2:54][O:55][CH2:56]4)[CH2:49][C@@H:48]3[CH3:57])=[CH:43][N:42]=2)=[CH:28][C:29]([C:2]2[C:7]([CH:8]=[O:9])=[C:6]([N:10]3[C:22](=[O:23])[C:14]4=[CH:15][N:16]5[C:21]([CH2:20][CH2:19][CH2:18][CH2:17]5)=[C:13]4[CH:12]=[N:11]3)[N:5]=[CH:4][CH:3]=2)=[CH:30]1. The yield is 0.440. (3) The reactants are C(O[BH-](OC(=O)C)OC(=O)C)(=O)C.[Na+].[NH2:15][C:16]1[CH:17]=[CH:18][C:19]([F:40])=[C:20]([C@:22]2([CH3:39])[CH2:30][C:26]3([CH2:29][CH2:28][CH2:27]3)[O:25][C:24]([NH:31][C:32](=[O:38])[O:33][C:34]([CH3:37])([CH3:36])[CH3:35])=[N:23]2)[CH:21]=1.[F:41][C:42]1[CH:43]=[CH:44][C:45]([CH:48]=O)=[N:46][CH:47]=1. The catalyst is CO. The product is [F:40][C:19]1[CH:18]=[CH:17][C:16]([NH:15][CH2:48][C:45]2[CH:44]=[CH:43][C:42]([F:41])=[CH:47][N:46]=2)=[CH:21][C:20]=1[C@:22]1([CH3:39])[CH2:30][C:26]2([CH2:29][CH2:28][CH2:27]2)[O:25][C:24]([NH:31][C:32](=[O:38])[O:33][C:34]([CH3:35])([CH3:36])[CH3:37])=[N:23]1. The yield is 0.564. (4) The catalyst is C1COCC1. The reactants are [CH3:1][O:2][C:3]([C:5]1[CH:6]=[CH:7][C:8]2[O:13][CH2:12][CH2:11][NH:10][C:9]=2[CH:14]=1)=[O:4].CCN(C(C)C)C(C)C.[CH3:24][C:25]([O:28][C:29](O[C:29]([O:28][C:25]([CH3:27])([CH3:26])[CH3:24])=[O:30])=[O:30])([CH3:27])[CH3:26]. The yield is 0.760. The product is [CH3:1][O:2][C:3]([C:5]1[CH:6]=[CH:7][C:8]2[O:13][CH2:12][CH2:11][N:10]([C:29]([O:28][C:25]([CH3:27])([CH3:26])[CH3:24])=[O:30])[C:9]=2[CH:14]=1)=[O:4]. (5) The reactants are [C:1]1([S:7]([N:10]2[C:14]3=[N:15][CH:16]=[CH:17][CH:18]=[C:13]3[CH:12]=[C:11]2[C:19](=[O:27])[CH2:20][CH:21]2[CH2:26][CH2:25][O:24][CH2:23][CH2:22]2)(=[O:9])=[O:8])[CH:6]=[CH:5][CH:4]=[CH:3][CH:2]=1.C[Si]([N-][Si](C)(C)C)(C)C.[Li+].[C:38]1([CH3:58])[CH:43]=[CH:42][C:41]([S:44](O[S:44]([C:41]2[CH:42]=[CH:43][C:38]([CH3:58])=[CH:39][CH:40]=2)(=[O:46])=[O:45])(=[O:46])=[O:45])=[CH:40][CH:39]=1. The catalyst is O1CCCC1. The product is [C:1]1([S:7]([N:10]2[C:14]3=[N:15][CH:16]=[CH:17][CH:18]=[C:13]3[CH:12]=[C:11]2[C:19]([O:27][S:44]([C:41]2[CH:42]=[CH:43][C:38]([CH3:58])=[CH:39][CH:40]=2)(=[O:46])=[O:45])=[CH:20][CH:21]2[CH2:26][CH2:25][O:24][CH2:23][CH2:22]2)(=[O:9])=[O:8])[CH:2]=[CH:3][CH:4]=[CH:5][CH:6]=1. The yield is 0.530. (6) The reactants are [NH2:1][C:2]1[N:7]=[CH:6][N:5]=[C:4]2[N:8]([CH:12]([C:14]3[O:15][C:16]4[C:21]([C:22](=[O:31])[C:23]=3[C:24]3[CH:29]=[CH:28][CH:27]=[C:26]([F:30])[CH:25]=3)=[CH:20][CH:19]=[CH:18][CH:17]=4)[CH3:13])[N:9]=[C:10](I)[C:3]=12.[OH:32][CH2:33][C:34]1[S:35][CH:36]=[C:37](B(O)O)[CH:38]=1.C(=O)([O-])[O-].[Na+].[Na+].ClCCl. The catalyst is CN(C=O)C.C(O)C.O. The product is [NH2:1][C:2]1[N:7]=[CH:6][N:5]=[C:4]2[N:8]([CH:12]([C:14]3[O:15][C:16]4[C:21]([C:22](=[O:31])[C:23]=3[C:24]3[CH:29]=[CH:28][CH:27]=[C:26]([F:30])[CH:25]=3)=[CH:20][CH:19]=[CH:18][CH:17]=4)[CH3:13])[N:9]=[C:10]([C:37]3[CH:38]=[C:34]([CH2:33][OH:32])[S:35][CH:36]=3)[C:3]=12. The yield is 0.140. (7) The reactants are C(OC(=O)[N:7]([CH2:36][CH3:37])[CH2:8][C:9]1[CH:10]=[N:11][CH:12]=[C:13]([C:16]2[CH:17]=[C:18]3[C:22](=[CH:23][CH:24]=2)[N:21](C2CCCCO2)[N:20]=[C:19]3[C:31]2[NH:32][CH:33]=[CH:34][N:35]=2)[C:14]=1[CH3:15])(C)(C)C.C1(C)C=CC(S(O)(=O)=O)=CC=1.[OH-].[Na+]. The catalyst is C(O)C.C(O)(=O)C. The product is [CH2:36]([NH:7][CH2:8][C:9]1[C:14]([CH3:15])=[C:13]([C:16]2[CH:17]=[C:18]3[C:22](=[CH:23][CH:24]=2)[NH:21][N:20]=[C:19]3[C:31]2[NH:35][CH:34]=[CH:33][N:32]=2)[CH:12]=[N:11][CH:10]=1)[CH3:37]. The yield is 0.820.